The task is: Predict the product of the given reaction.. This data is from Forward reaction prediction with 1.9M reactions from USPTO patents (1976-2016). (1) Given the reactants [CH3:1][C:2]1([CH3:28])[CH2:6][C:5]2[CH:7]=[CH:8][C:9]([C:11]3[N:16]=[CH:15][N:14]=[C:13]([O:17][C:18]4[C:23]5[N:24]=[C:25]([NH2:27])[S:26][C:22]=5[CH:21]=[CH:20][CH:19]=4)[CH:12]=3)=[CH:10][C:4]=2[O:3]1.[C:29](OC(=O)C)(=[O:31])[CH3:30], predict the reaction product. The product is: [CH3:1][C:2]1([CH3:28])[CH2:6][C:5]2[CH:7]=[CH:8][C:9]([C:11]3[N:16]=[CH:15][N:14]=[C:13]([O:17][C:18]4[C:23]5[N:24]=[C:25]([NH:27][C:29](=[O:31])[CH3:30])[S:26][C:22]=5[CH:21]=[CH:20][CH:19]=4)[CH:12]=3)=[CH:10][C:4]=2[O:3]1. (2) Given the reactants [OH:1][C@@H:2]1[CH2:7][CH2:6][C@H:5]([CH2:8][NH:9][C:10](=[O:21])[C:11]2[CH:16]=[CH:15][C:14]([O:17][CH2:18][O:19][CH3:20])=[CH:13][CH:12]=2)[CH2:4][CH2:3]1.[C:22](O)(=[O:29])[C:23]1[CH:28]=[CH:27][CH:26]=[CH:25][CH:24]=1.C(C=P(CCCC)(CCCC)CCCC)#N, predict the reaction product. The product is: [C:22]([O:1][C@H:2]1[CH2:7][CH2:6][C@H:5]([CH2:8][NH:9][C:10](=[O:21])[C:11]2[CH:12]=[CH:13][C:14]([O:17][CH2:18][O:19][CH3:20])=[CH:15][CH:16]=2)[CH2:4][CH2:3]1)(=[O:29])[C:23]1[CH:28]=[CH:27][CH:26]=[CH:25][CH:24]=1. (3) Given the reactants [Br:1][C:2]1[CH:3]=[CH:4][C:5]([CH3:17])=[C:6]([CH:16]=1)[CH2:7][N:8]1[C:12]([CH2:13][OH:14])=[N:11][NH:10][C:9]1=[O:15].[C:18](=O)([O-])[O-].[K+].[K+].CI.Cl, predict the reaction product. The product is: [Br:1][C:2]1[CH:3]=[CH:4][C:5]([CH3:17])=[C:6]([CH:16]=1)[CH2:7][N:8]1[C:12]([CH2:13][OH:14])=[N:11][N:10]([CH3:18])[C:9]1=[O:15]. (4) Given the reactants [CH3:1][C:2]([C:12]1[C:20]2[O:19][CH2:18][O:17][C:16]=2[CH:15]=[CH:14][CH:13]=1)([CH3:11])[CH2:3][C:4]1([C:7]([F:10])([F:9])[F:8])[CH2:6][O:5]1.[Br:21]N1C(=O)CCC1=O, predict the reaction product. The product is: [Br:21][C:14]1[CH:13]=[C:12]([C:2]([CH3:1])([CH3:11])[CH2:3][C:4]2([C:7]([F:8])([F:10])[F:9])[CH2:6][O:5]2)[C:20]2[O:19][CH2:18][O:17][C:16]=2[CH:15]=1. (5) Given the reactants [NH:1]1[C:5]2=[CH:6][N:7]=[C:8]([NH:10][C:11]3[C:12]4[C:19]5[CH2:20][CH2:21][C@H:22]([C:24]([OH:26])=O)[CH2:23][C:18]=5[S:17][C:13]=4[N:14]=[CH:15][N:16]=3)[CH:9]=[C:4]2[CH:3]=[N:2]1.[CH3:27][CH:28]([NH2:30])[CH3:29], predict the reaction product. The product is: [CH3:27][CH:28]([NH:30][C:24]([C@H:22]1[CH2:21][CH2:20][C:19]2[C:12]3[C:11]([NH:10][C:8]4[CH:9]=[C:4]5[CH:3]=[N:2][NH:1][C:5]5=[CH:6][N:7]=4)=[N:16][CH:15]=[N:14][C:13]=3[S:17][C:18]=2[CH2:23]1)=[O:26])[CH3:29]. (6) Given the reactants [NH2:1][C:2]1[O:6][N:5]=[C:4]([CH3:7])[C:3]=1[Br:8].[C:9]1([C:19]2[CH:24]=[CH:23][CH:22]=[CH:21][CH:20]=2)[CH:14]=[CH:13][C:12]([S:15](Cl)(=[O:17])=[O:16])=[CH:11][CH:10]=1, predict the reaction product. The product is: [C:9]1([C:19]2[CH:24]=[CH:23][CH:22]=[CH:21][CH:20]=2)[CH:14]=[CH:13][C:12]([S:15]([N:1]([C:2]2[O:6][N:5]=[C:4]([CH3:7])[C:3]=2[Br:8])[S:15]([C:12]2[CH:11]=[CH:10][C:9]([C:19]3[CH:24]=[CH:23][CH:22]=[CH:21][CH:20]=3)=[CH:14][CH:13]=2)(=[O:17])=[O:16])(=[O:17])=[O:16])=[CH:11][CH:10]=1. (7) Given the reactants [C:1]([O:4][C@@H:5]1[C@@H:10]([O:11][C:12](=[O:14])[CH3:13])[C@H:9]([O:15][C:16](=[O:18])[CH3:17])[C@@H:8]([O:19]/[C:20](/[C:29]([O:31][CH2:32][CH3:33])=[O:30])=[CH:21]\[C:22]2[CH:27]=[CH:26][CH:25]=[CH:24][C:23]=2F)[O:7][C@H:6]1[CH2:34][O:35][C:36](=[O:38])[CH3:37])(=[O:3])[CH3:2].[H-].[Na+].[Br-].C(O[C@@H:46]1[C@@H:52](OC(=O)C)[C@@H:51](OC(=O)C)[C@@H:50]([CH2:61]OC(=O)C)O[C@@H:47]1O)(=O)C, predict the reaction product. The product is: [C:16]([O:15][C@H:9]1[C@H:10]([O:11][C:12](=[O:14])[CH3:13])[C@H:5]([O:4][C:1](=[O:3])[CH3:2])[C@H:6]([CH2:34][O:35][C:36](=[O:38])[CH3:37])[O:7][C@@H:8]1[O:19]/[C:20](/[C:29]([O:31][CH2:32][CH3:33])=[O:30])=[CH:21]\[C:22]1[CH:27]=[C:26]([C:47]2[CH:46]=[CH:52][CH:51]=[CH:50][CH:61]=2)[CH:25]=[CH:24][CH:23]=1)(=[O:18])[CH3:17]. (8) The product is: [F:22][C:23]1[CH:28]=[CH:27][CH:26]=[CH:25][C:24]=1[N:29]1[C:5]([C:7]2[CH:17]=[CH:16][C:10]3[O:11][CH2:12][C:13](=[O:15])[NH:14][C:9]=3[CH:8]=2)=[CH:4][C:3]([C:2]([F:20])([F:19])[F:1])=[N:30]1. Given the reactants [F:1][C:2]([F:20])([F:19])[C:3](O)=[CH:4][C:5]([C:7]1[CH:17]=[CH:16][C:10]2[O:11][CH2:12][C:13](=[O:15])[NH:14][C:9]=2[CH:8]=1)=O.Cl.[F:22][C:23]1[CH:28]=[CH:27][CH:26]=[CH:25][C:24]=1[NH:29][NH2:30], predict the reaction product. (9) Given the reactants [Cl:1][C:2]1[C:3]([C:26]2[CH:27]=[N:28][CH:29]=[C:30]([NH:32][CH2:33][CH:34]3[CH2:39][CH2:38][NH:37][CH2:36][CH2:35]3)[CH:31]=2)=[CH:4][C:5]([NH:8][C@H:9]2[CH2:14][CH2:13][C@H:12]([NH:15][C:16](=[O:25])[O:17][CH2:18][C:19]3[CH:24]=[CH:23][CH:22]=[CH:21][CH:20]=3)[CH2:11][CH2:10]2)=[N:6][CH:7]=1.[C:40](OC(=O)C)(=[O:42])[CH3:41], predict the reaction product. The product is: [C:40]([N:37]1[CH2:36][CH2:35][CH:34]([CH2:33][NH:32][C:30]2[CH:31]=[C:26]([C:3]3[C:2]([Cl:1])=[CH:7][N:6]=[C:5]([NH:8][C@H:9]4[CH2:10][CH2:11][C@H:12]([NH:15][C:16](=[O:25])[O:17][CH2:18][C:19]5[CH:20]=[CH:21][CH:22]=[CH:23][CH:24]=5)[CH2:13][CH2:14]4)[CH:4]=3)[CH:27]=[N:28][CH:29]=2)[CH2:39][CH2:38]1)(=[O:42])[CH3:41]. (10) Given the reactants [CH:1]1([CH2:4][NH:5][C:6]2[C:7]3[C:14]([C:15]([C:17]4[C:18]([F:29])=[C:19]([NH:24]C(=O)OC)[CH:20]=[CH:21][C:22]=4[F:23])=[O:16])=[CH:13][NH:12][C:8]=3[N:9]=[CH:10][N:11]=2)[CH2:3][CH2:2]1.[OH-].[Na+].Cl, predict the reaction product. The product is: [NH2:24][C:19]1[C:18]([F:29])=[C:17]([C:15]([C:14]2[C:7]3[C:6]([NH:5][CH2:4][CH:1]4[CH2:2][CH2:3]4)=[N:11][CH:10]=[N:9][C:8]=3[NH:12][CH:13]=2)=[O:16])[C:22]([F:23])=[CH:21][CH:20]=1.